This data is from Peptide-MHC class I binding affinity with 185,985 pairs from IEDB/IMGT. The task is: Regression. Given a peptide amino acid sequence and an MHC pseudo amino acid sequence, predict their binding affinity value. This is MHC class I binding data. (1) The MHC is HLA-B46:01 with pseudo-sequence HLA-B46:01. The binding affinity (normalized) is 0.0847. The peptide sequence is SRYWAIRTR. (2) The peptide sequence is DLYDYITRI. The MHC is HLA-A02:19 with pseudo-sequence HLA-A02:19. The binding affinity (normalized) is 0.640. (3) The peptide sequence is YEEAGRGSM. The MHC is HLA-B18:01 with pseudo-sequence HLA-B18:01. The binding affinity (normalized) is 0.719. (4) The peptide sequence is KLKKKSAFY. The MHC is HLA-B39:01 with pseudo-sequence HLA-B39:01. The binding affinity (normalized) is 0.0847. (5) The peptide sequence is RKKGGWFGK. The MHC is HLA-B27:05 with pseudo-sequence HLA-B27:05. The binding affinity (normalized) is 0.302. (6) The MHC is HLA-B08:01 with pseudo-sequence HLA-B08:01. The peptide sequence is SLRYSSKVF. The binding affinity (normalized) is 0.368.